From a dataset of Reaction yield outcomes from USPTO patents with 853,638 reactions. Predict the reaction yield, written as a fraction of the theoretical maximum amount of product (1.0 means a 100% yield; for example, 0.34 means a 34% yield). (1) The reactants are [Cl-].O[NH3+:3].[C:4](=[O:7])([O-])[OH:5].[Na+].CS(C)=O.[CH3:13][C:14]1([CH3:50])[CH2:18][C:17]2[CH:19]=[C:20]([N:23]3[C:28](=[O:29])[C:27]([CH2:30][C:31]4[CH:36]=[CH:35][C:34]([C:37]5[C:38]([C:43]#[N:44])=[CH:39][CH:40]=[CH:41][CH:42]=5)=[CH:33][CH:32]=4)=[C:26]([CH2:45][CH2:46][CH3:47])[N:25]=[C:24]3[CH2:48][CH3:49])[CH:21]=[CH:22][C:16]=2[O:15]1. The catalyst is C(OCC)(=O)C. The product is [CH3:50][C:14]1([CH3:13])[CH2:18][C:17]2[CH:19]=[C:20]([N:23]3[C:28](=[O:29])[C:27]([CH2:30][C:31]4[CH:36]=[CH:35][C:34]([C:37]5[CH:42]=[CH:41][CH:40]=[CH:39][C:38]=5[C:43]5[NH:3][C:4](=[O:7])[O:5][N:44]=5)=[CH:33][CH:32]=4)=[C:26]([CH2:45][CH2:46][CH3:47])[N:25]=[C:24]3[CH2:48][CH3:49])[CH:21]=[CH:22][C:16]=2[O:15]1. The yield is 0.660. (2) The reactants are [NH2:1][C:2]1[CH:3]=[C:4](/[CH:24]=[C:25]2/[C:26]([NH:31][CH3:32])=[N:27][C:28](=[O:30])[S:29]/2)[CH:5]=[CH:6][C:7]=1[O:8][CH2:9][C:10]1[CH:15]=[CH:14][C:13]([C:16]([F:19])([F:18])[F:17])=[CH:12][C:11]=1[C:20]([F:23])([F:22])[F:21].[CH3:33][C:34]([CH3:36])=O.C([BH3-])#N.[Na+]. The catalyst is O1CCCC1.C(#N)C.C(O)(=O)C. The product is [F:23][C:20]([F:21])([F:22])[C:11]1[CH:12]=[C:13]([C:16]([F:17])([F:18])[F:19])[CH:14]=[CH:15][C:10]=1[CH2:9][O:8][C:7]1[CH:6]=[CH:5][C:4](/[CH:24]=[C:25]2/[C:26]([NH:31][CH3:32])=[N:27][C:28](=[O:30])[S:29]/2)=[CH:3][C:2]=1[NH:1][CH:34]([CH3:36])[CH3:33]. The yield is 0.130. (3) The reactants are [NH2:1][C:2]1[CH:16]=[CH:15][C:5]([CH2:6][P:7](=[O:14])([O:11][CH2:12][CH3:13])[O:8][CH2:9][CH3:10])=[CH:4][CH:3]=1.[C:17]1([C:23]2[O:27][N:26]=[CH:25][C:24]=2/[CH:28]=[CH:29]/[C:30](O)=[O:31])[CH:22]=[CH:21][CH:20]=[CH:19][CH:18]=1.O.ON1C2C=CC=CC=2N=N1.Cl.C(N=C=NCCCN(C)C)C. The catalyst is O.CN(C)C=O. The product is [CH2:12]([O:11][P:7]([CH2:6][C:5]1[CH:4]=[CH:3][C:2]([NH:1][C:30](=[O:31])/[CH:29]=[CH:28]/[C:24]2[CH:25]=[N:26][O:27][C:23]=2[C:17]2[CH:18]=[CH:19][CH:20]=[CH:21][CH:22]=2)=[CH:16][CH:15]=1)([O:8][CH2:9][CH3:10])=[O:14])[CH3:13]. The yield is 0.610. (4) The reactants are I[C:2]1[C:10]2[C:5](=[N:6][CH:7]=[N:8][C:9]=2[NH2:11])[N:4]([CH2:12][C:13]2[N:17]([C:18]3[CH:23]=[CH:22][CH:21]=[CH:20][CH:19]=3)[C:16]3[CH:24]=[CH:25][CH:26]=[CH:27][C:15]=3[N:14]=2)[N:3]=1.[CH2:28]([OH:31])[C:29]#[CH:30].O. The catalyst is N(CC)CC.[Cu]I.Cl[Pd](Cl)([P](C1C=CC=CC=1)(C1C=CC=CC=1)C1C=CC=CC=1)[P](C1C=CC=CC=1)(C1C=CC=CC=1)C1C=CC=CC=1. The product is [NH2:11][C:9]1[N:8]=[CH:7][N:6]=[C:5]2[N:4]([CH2:12][C:13]3[N:17]([C:18]4[CH:19]=[CH:20][CH:21]=[CH:22][CH:23]=4)[C:16]4[CH:24]=[CH:25][CH:26]=[CH:27][C:15]=4[N:14]=3)[N:3]=[C:2]([C:30]#[C:29][CH2:28][OH:31])[C:10]=12. The yield is 0.320. (5) The reactants are [NH2:1][C:2]1[CH:3]=[N:4][CH:5]=[CH:6][C:7]=1[OH:8].Cl[CH2:10][C:11](Cl)=[O:12].C(=O)([O-])[O-].[K+].[K+].O. The catalyst is CN(C)C=O. The product is [O:8]1[CH2:10][C:11](=[O:12])[NH:1][C:2]2[CH:3]=[N:4][CH:5]=[CH:6][C:7]1=2. The yield is 0.530. (6) The reactants are [F:1][C:2]1[C:37]([CH3:38])=[CH:36][C:5]([CH2:6][C@H:7]([CH2:23][CH2:24][CH2:25][CH2:26][NH:27][CH2:28][C:29]2[CH:34]=[CH:33][C:32]([F:35])=[CH:31][CH:30]=2)[C:8]([N:10]2[C@H](CC3C=CC=CC=3)COC2=O)=[O:9])=[CH:4][C:3]=1[CH3:39].[C-]#N.[K+].Cl.C1C[O:47]CC1.CO. No catalyst specified. The product is [F:1][C:2]1[C:37]([CH3:38])=[CH:36][C:5]([CH2:6][C@H:7]([CH2:23][CH2:24][CH2:25][CH2:26][NH:27][CH2:28][C:29]2[CH:34]=[CH:33][C:32]([F:35])=[CH:31][CH:30]=2)[C:8]([NH:10][OH:47])=[O:9])=[CH:4][C:3]=1[CH3:39]. The yield is 0.230. (7) The reactants are C([O:3][C:4](=O)[C:5]1[CH:10]=[C:9]([O:11][CH2:12][CH3:13])[C:8]([NH2:14])=[C:7]([O:15][CH2:16][CH3:17])[CH:6]=1)C.[H-].C([Al+]CC(C)C)C(C)C. The catalyst is ClCCl. The product is [NH2:14][C:8]1[C:7]([O:15][CH2:16][CH3:17])=[CH:6][C:5]([CH2:4][OH:3])=[CH:10][C:9]=1[O:11][CH2:12][CH3:13]. The yield is 0.470.